From a dataset of Catalyst prediction with 721,799 reactions and 888 catalyst types from USPTO. Predict which catalyst facilitates the given reaction. (1) Reactant: [F:1][C:2]1[CH:3]=[C:4]([CH:29]=[CH:30][CH:31]=1)[CH2:5][N:6]([CH2:20][C:21]1[CH:26]=[CH:25][C:24]([O:27][CH3:28])=[CH:23][CH:22]=1)[S:7]([C:10]1[CH:19]=[CH:18][C:13]([C:14]([O:16]C)=[O:15])=[CH:12][CH:11]=1)(=[O:9])=[O:8].[OH-].[Na+]. Product: [F:1][C:2]1[CH:3]=[C:4]([CH:29]=[CH:30][CH:31]=1)[CH2:5][N:6]([CH2:20][C:21]1[CH:26]=[CH:25][C:24]([O:27][CH3:28])=[CH:23][CH:22]=1)[S:7]([C:10]1[CH:11]=[CH:12][C:13]([C:14]([OH:16])=[O:15])=[CH:18][CH:19]=1)(=[O:9])=[O:8]. The catalyst class is: 92. (2) Reactant: C(OC(=O)[NH:7][C:8]1[CH:13]=[CH:12][C:11]([C:14]2[CH:19]=[CH:18][CH:17]=[CH:16][C:15]=2[CH3:20])=[CH:10][C:9]=1[NH:21][C:22](=[O:32])[CH2:23][C:24]([C:26]1[S:27][CH:28]=[CH:29][C:30]=1[Cl:31])=O)(C)(C)C.C(O)(C(F)(F)F)=O. Product: [Cl:31][C:30]1[CH:29]=[CH:28][S:27][C:26]=1[C:24]1[CH2:23][C:22](=[O:32])[NH:21][C:9]2[CH:10]=[C:11]([C:14]3[CH:19]=[CH:18][CH:17]=[CH:16][C:15]=3[CH3:20])[CH:12]=[CH:13][C:8]=2[N:7]=1. The catalyst class is: 2. (3) Reactant: C([O-])([O-])=O.[K+].[K+].[OH:7][C:8]1[CH:15]=[CH:14][C:11]([CH:12]=[O:13])=[C:10]([O:16][CH3:17])[CH:9]=1.C1(C)C=CC(S(O[CH2:28][CH2:29][CH2:30][N:31]=[N+:32]=[N-:33])(=O)=O)=CC=1. Product: [N:31]([CH2:30][CH2:29][CH2:28][O:7][C:8]1[CH:15]=[CH:14][C:11]([CH:12]=[O:13])=[C:10]([O:16][CH3:17])[CH:9]=1)=[N+:32]=[N-:33]. The catalyst class is: 21. (4) Reactant: [CH3:1][CH2:2][CH2:3][CH2:4][CH2:5][N:6]([CH2:8][CH2:9][C:10]([P:16]([OH:19])([OH:18])=[O:17])([P:12]([OH:15])([OH:14])=[O:13])[OH:11])[CH3:7].CC(O)CC.[OH-].[Na+:26]. Product: [CH3:1][CH2:2][CH2:3][CH2:4][CH2:5][N:6]([CH2:8][CH2:9][C:10]([P:16]([O-:19])([OH:18])=[O:17])([P:12]([OH:15])([OH:14])=[O:13])[OH:11])[CH3:7].[Na+:26]. The catalyst class is: 6. (5) Reactant: [S:1]1[CH2:7][C:5](=[O:6])[NH:4][C:2]1=[S:3].[F:8][C:9]1[CH:16]=[C:13]([CH:14]=O)[C:12]([OH:17])=[CH:11][CH:10]=1. Product: [F:8][C:9]1[CH:10]=[CH:11][C:12]([OH:17])=[C:13]([CH:16]=1)/[CH:14]=[C:7]1/[C:5](=[O:6])[NH:4][C:2](=[S:3])[S:1]/1. The catalyst class is: 15. (6) Reactant: Br[CH2:2][C:3]1[S:17][C:6]2=[N:7][CH:8]=[C:9]([C:12]([O:14][CH2:15][CH3:16])=[O:13])[C:10](=[O:11])[N:5]2[CH:4]=1.[NH:18]1[CH2:23][CH2:22][O:21][CH2:20][CH2:19]1. Product: [N:18]1([CH2:2][C:3]2[S:17][C:6]3=[N:7][CH:8]=[C:9]([C:12]([O:14][CH2:15][CH3:16])=[O:13])[C:10](=[O:11])[N:5]3[CH:4]=2)[CH2:23][CH2:22][O:21][CH2:20][CH2:19]1. The catalyst class is: 85.